Predict the product of the given reaction. From a dataset of Forward reaction prediction with 1.9M reactions from USPTO patents (1976-2016). (1) Given the reactants [NH2:1][N:2]1[CH:6]=[CH:5][CH:4]=[C:3]1[C:7]([NH:9][C:10]1[C:15]([CH3:16])=[CH:14][CH:13]=[CH:12][C:11]=1[CH3:17])=[O:8].[CH2:18]([O:25][C:26]([NH:28][C@@H:29]([CH3:33])[C:30](O)=[O:31])=[O:27])[C:19]1[CH:24]=[CH:23][CH:22]=[CH:21][CH:20]=1, predict the reaction product. The product is: [CH3:17][C:11]1[CH:12]=[CH:13][CH:14]=[C:15]([CH3:16])[C:10]=1[NH:9][C:7]([C:3]1[N:2]([NH:1][C:30](=[O:31])[C@@H:29]([NH:28][C:26](=[O:27])[O:25][CH2:18][C:19]2[CH:24]=[CH:23][CH:22]=[CH:21][CH:20]=2)[CH3:33])[CH:6]=[CH:5][CH:4]=1)=[O:8]. (2) Given the reactants [C:9](O[C:9]([O:11][C:12]([CH3:15])([CH3:14])[CH3:13])=[O:10])([O:11][C:12]([CH3:15])([CH3:14])[CH3:13])=[O:10].[CH2:16]([C:20]1([N:31]([CH3:33])[CH3:32])[CH2:30][CH2:29][C:23]2([CH2:27][NH:26][C:25](=[O:28])[CH2:24]2)[CH2:22][CH2:21]1)[CH2:17][CH2:18][CH3:19], predict the reaction product. The product is: [C:12]([O:11][C:9]([N:26]1[C:25](=[O:28])[CH2:24][C:23]2([CH2:22][CH2:21][C:20]([CH2:16][CH2:17][CH2:18][CH3:19])([N:31]([CH3:33])[CH3:32])[CH2:30][CH2:29]2)[CH2:27]1)=[O:10])([CH3:13])([CH3:14])[CH3:15]. (3) Given the reactants C1(P(C2C=CC=CC=2)C2C=CC=CC=2)C=CC=CC=1.N(C(OC(C)C)=O)=NC(OC(C)C)=O.[C:34]1(=[O:44])[NH:38][C:37](=[O:39])[C:36]2=[CH:40][CH:41]=[CH:42][CH:43]=[C:35]12.[C:45]1([CH:51]2[CH:55](O)[CH2:54][CH2:53][CH2:52]2)[CH:50]=[CH:49][CH:48]=[CH:47][CH:46]=1, predict the reaction product. The product is: [C:45]1([C@H:51]2[CH2:55][CH2:54][CH2:53][C@H:52]2[N:38]2[C:34](=[O:44])[C:35]3[C:36](=[CH:40][CH:41]=[CH:42][CH:43]=3)[C:37]2=[O:39])[CH:50]=[CH:49][CH:48]=[CH:47][CH:46]=1. (4) Given the reactants C1(P(C2C=CC=CC=2)C2C=CC=CC=2)C=CC=CC=1.Br[C:21]1[CH:26]=[CH:25][CH:24]=[C:23]([Br:27])[N:22]=1.[C:28]1([C@@H:34]([NH:36][C:37](=[O:40])[CH:38]=[CH2:39])[CH3:35])[CH:33]=[CH:32][CH:31]=[CH:30][CH:29]=1.C(N(CC)CC)C, predict the reaction product. The product is: [Br:27][C:23]1[N:22]=[C:21](/[CH:39]=[CH:38]/[C:37]([NH:36][C@H:34]([C:28]2[CH:29]=[CH:30][CH:31]=[CH:32][CH:33]=2)[CH3:35])=[O:40])[CH:26]=[CH:25][CH:24]=1. (5) Given the reactants [CH3:1][C:2]1[CH:11]=[CH:10][C:9]2[C:4](=[CH:5][CH:6]=[CH:7][C:8]=2[N:12]2[CH2:17][CH2:16][N:15]([CH2:18][CH2:19][C:20]3[CH:21]=[C:22]([N:26]4[CH2:30][CH2:29][NH:28][C:27]4=[O:31])[CH:23]=[CH:24][CH:25]=3)[CH2:14][CH2:13]2)[N:3]=1.[S:32](=[O:36])(=[O:35])([OH:34])[OH:33], predict the reaction product. The product is: [S:32]([OH:36])([OH:35])(=[O:34])=[O:33].[CH3:1][C:2]1[CH:11]=[CH:10][C:9]2[C:4](=[CH:5][CH:6]=[CH:7][C:8]=2[N:12]2[CH2:17][CH2:16][N:15]([CH2:18][CH2:19][C:20]3[CH:21]=[C:22]([N:26]4[CH2:30][CH2:29][NH:28][C:27]4=[O:31])[CH:23]=[CH:24][CH:25]=3)[CH2:14][CH2:13]2)[N:3]=1. (6) The product is: [CH2:19]([N:14]1[C:13](=[O:15])[CH2:12][C:11](=[O:16])[N:10]([CH3:17])[C:9]2[CH:18]=[C:5]([O:4][CH3:3])[CH:6]=[CH:7][C:8]1=2)[CH3:20]. Given the reactants [H-].[Na+].[CH3:3][O:4][C:5]1[CH:6]=[CH:7][C:8]2[NH:14][C:13](=[O:15])[CH2:12][C:11](=[O:16])[N:10]([CH3:17])[C:9]=2[CH:18]=1.[CH2:19](I)[CH3:20].O, predict the reaction product. (7) Given the reactants [Br:1][C:2]1[CH:3]=[C:4]([NH:8][C:9](=[O:27])[C:10]2[CH:15]=[CH:14][C:13]([S:16][C:17]3[CH:22]=[CH:21][CH:20]=[C:19]([OH:23])[CH:18]=3)=[C:12]([N+:24]([O-])=O)[CH:11]=2)[CH:5]=[CH:6][CH:7]=1.[Cl-].[NH4+].O1CCCC1.O, predict the reaction product. The product is: [NH2:24][C:12]1[CH:11]=[C:10]([CH:15]=[CH:14][C:13]=1[S:16][C:17]1[CH:22]=[CH:21][CH:20]=[C:19]([OH:23])[CH:18]=1)[C:9]([NH:8][C:4]1[CH:5]=[CH:6][CH:7]=[C:2]([Br:1])[CH:3]=1)=[O:27]. (8) Given the reactants [CH3:1][CH:2]1[CH2:10][C:9]2[C:4](=[CH:5][CH:6]=[CH:7][CH:8]=2)[N:3]1[NH:11][C:12]([C:14]1[CH:15]=[N:16][C:17]([C:20]2[CH:25]=[CH:24][CH:23]=[C:22]([F:26])[CH:21]=2)=[N:18][CH:19]=1)=[O:13], predict the reaction product. The product is: [CH3:1][C:2]1[N:3]([NH:11][C:12]([C:14]2[CH:15]=[N:16][C:17]([C:20]3[CH:25]=[CH:24][CH:23]=[C:22]([F:26])[CH:21]=3)=[N:18][CH:19]=2)=[O:13])[C:4]2[C:9]([CH:10]=1)=[CH:8][CH:7]=[CH:6][CH:5]=2. (9) The product is: [Cl:31][C:26]1[C:25]([F:32])=[C:24]([NH:23][C:14]2[C:13]3[C:18](=[CH:19][C:20]([O:21][CH3:22])=[C:11]([O:10][C@H:8]4[CH2:7][CH2:6][NH:5][C@H:4]([C:1]([NH2:2])=[O:3])[CH2:9]4)[CH:12]=3)[N:17]=[CH:16][N:15]=2)[CH:29]=[CH:28][C:27]=1[F:30]. Given the reactants [C:1]([C@@H:4]1[CH2:9][C@@H:8]([O:10][C:11]2[CH:12]=[C:13]3[C:18](=[CH:19][C:20]=2[O:21][CH3:22])[N:17]=[CH:16][N:15]=[C:14]3[NH:23][C:24]2[CH:29]=[CH:28][C:27]([F:30])=[C:26]([Cl:31])[C:25]=2[F:32])[CH2:7][CH2:6][N:5]1C(OC(C)(C)C)=O)(=[O:3])[NH2:2].ClC1C(F)=C(NC2C3C(=CC(O)=C(OC4CN(C(OCCCC)=O)C4)C=3)N=CN=2)C=CC=1F, predict the reaction product.